The task is: Predict which catalyst facilitates the given reaction.. This data is from Catalyst prediction with 721,799 reactions and 888 catalyst types from USPTO. (1) Reactant: [NH2:1][C:2]1[NH:6][N:5]=[C:4]([CH3:7])[C:3]=1[C:8]1[S:9][C:10]2[CH:16]=[C:15]([S:17](Cl)(=[O:19])=[O:18])[CH:14]=[CH:13][C:11]=2[N:12]=1.[F:21][C:22]([F:26])([F:25])[CH2:23][NH2:24].CN1CCOCC1. Product: [F:21][C:22]([F:26])([F:25])[CH2:23][NH:24][S:17]([C:15]1[CH:14]=[CH:13][C:11]2[N:12]=[C:8]([C:3]3[C:4]([CH3:7])=[N:5][NH:6][C:2]=3[NH2:1])[S:9][C:10]=2[CH:16]=1)(=[O:19])=[O:18]. The catalyst class is: 5. (2) The catalyst class is: 6. Product: [NH:19]1[C:17]([C:14]2[CH:15]=[C:16]3[C:11](=[CH:12][CH:13]=2)[NH:10][N:9]=[C:8]3[C:5]2[CH:6]=[CH:7][C:2]([OH:1])=[CH:3][CH:4]=2)=[N:23][CH:25]=[N:32]1. Reactant: [OH:1][C:2]1[CH:7]=[CH:6][C:5]([C:8]2[C:16]3[C:11](=[CH:12][CH:13]=[C:14]([C:17]([NH2:19])=O)[CH:15]=3)[NH:10][N:9]=2)=[CH:4][CH:3]=1.COC(OC)[N:23]([CH3:25])C.C(O)(=O)C.[NH2:32]N. (3) Reactant: [F:1][C:2]([F:7])([F:6])[CH2:3][CH2:4][OH:5].[H-].[Na+].F[C:11]1[CH:16]=[CH:15][C:14]([N+:17]([O-:19])=[O:18])=[CH:13][CH:12]=1.[Cl-].[NH4+]. Product: [F:1][C:2]([F:7])([F:6])[CH2:3][CH2:4][O:5][C:11]1[CH:16]=[CH:15][C:14]([N+:17]([O-:19])=[O:18])=[CH:13][CH:12]=1. The catalyst class is: 9.